Dataset: Forward reaction prediction with 1.9M reactions from USPTO patents (1976-2016). Task: Predict the product of the given reaction. (1) Given the reactants Cl[C:2]1[N:7]=[N:6][C:5]([C:8]2[C:17]3[C:12](=[CH:13][CH:14]=[CH:15][CH:16]=3)[CH:11]=[CH:10][CH:9]=2)=[C:4]([C:18]2[CH:23]=[CH:22][N:21]=[CH:20][CH:19]=2)[CH:3]=1.[CH:24]1([NH2:27])[CH2:26][CH2:25]1, predict the reaction product. The product is: [CH:24]1([NH:27][C:2]2[N:7]=[N:6][C:5]([C:8]3[C:17]4[C:12](=[CH:13][CH:14]=[CH:15][CH:16]=4)[CH:11]=[CH:10][CH:9]=3)=[C:4]([C:18]3[CH:23]=[CH:22][N:21]=[CH:20][CH:19]=3)[CH:3]=2)[CH2:26][CH2:25]1. (2) The product is: [CH3:12][O:11][C:4]1[CH:3]=[C:2]([N:19]2[CH2:20][CH2:21][N:16]([C:13](=[O:15])[CH3:14])[CH2:17][CH2:18]2)[CH:7]=[CH:6][C:5]=1[N+:8]([O-:10])=[O:9]. Given the reactants F[C:2]1[CH:7]=[CH:6][C:5]([N+:8]([O-:10])=[O:9])=[C:4]([O:11][CH3:12])[CH:3]=1.[C:13]([N:16]1[CH2:21][CH2:20][NH:19][CH2:18][CH2:17]1)(=[O:15])[CH3:14].C(=O)([O-])[O-].[K+].[K+], predict the reaction product. (3) Given the reactants C([O:5][C:6](=[O:46])[CH2:7][N:8](C(OC(C)(C)C)=O)[C:9]1[CH:14]=[CH:13][CH:12]=[C:11]([CH:15]([CH2:26][C:27]2[CH:32]=[CH:31][C:30]([C:33]3[S:34][C:35]([CH3:38])=[CH:36][N:37]=3)=[CH:29][CH:28]=2)[NH:16][S:17]([C:20]2[CH:25]=[CH:24][CH:23]=[CH:22][N:21]=2)(=[O:19])=[O:18])[N:10]=1)(C)(C)C.[OH-].[Na+], predict the reaction product. The product is: [CH3:38][C:35]1[S:34][C:33]([C:30]2[CH:29]=[CH:28][C:27]([CH2:26][CH:15]([NH:16][S:17]([C:20]3[CH:25]=[CH:24][CH:23]=[CH:22][N:21]=3)(=[O:18])=[O:19])[C:11]3[N:10]=[C:9]([NH:8][CH2:7][C:6]([OH:46])=[O:5])[CH:14]=[CH:13][CH:12]=3)=[CH:32][CH:31]=2)=[N:37][CH:36]=1. (4) Given the reactants Cl.[F:2][C:3]1[CH:8]=[CH:7][C:6]([CH:9]([C:17]2[CH:22]=[CH:21][C:20]([F:23])=[CH:19][CH:18]=2)[CH:10]2[C:15](=[O:16])[CH2:14][CH2:13][NH:12][CH2:11]2)=[CH:5][CH:4]=1.Cl.Cl[CH2:26][C:27]1[CH:36]=[CH:35][C:34]2[C:29](=[CH:30][CH:31]=[CH:32][CH:33]=2)[N:28]=1.C(=O)([O-])[O-].[K+].[K+], predict the reaction product. The product is: [F:2][C:3]1[CH:8]=[CH:7][C:6]([CH:9]([C:17]2[CH:18]=[CH:19][C:20]([F:23])=[CH:21][CH:22]=2)[CH:10]2[C:15](=[O:16])[CH2:14][CH2:13][N:12]([CH2:26][C:27]3[CH:36]=[CH:35][C:34]4[C:29](=[CH:30][CH:31]=[CH:32][CH:33]=4)[N:28]=3)[CH2:11]2)=[CH:5][CH:4]=1. (5) Given the reactants [F:1][C:2]1[CH:7]=[C:6](B2OC(C)(C)C(C)(C)O2)[CH:5]=[CH:4][C:3]=1[C:17]1[N:18]=[CH:19][C:20]([NH2:23])=[N:21][CH:22]=1.Br[C:25]1[CH:30]=[CH:29][CH:28]=[CH:27][C:26]=1[S:31]([N:34]1[CH2:39][CH2:38][NH:37][CH2:36][CH2:35]1)(=[O:33])=[O:32], predict the reaction product. The product is: [F:1][C:2]1[CH:7]=[C:6]([C:25]2[CH:30]=[CH:29][CH:28]=[CH:27][C:26]=2[S:31]([N:34]2[CH2:39][CH2:38][NH:37][CH2:36][CH2:35]2)(=[O:32])=[O:33])[CH:5]=[CH:4][C:3]=1[C:17]1[N:18]=[CH:19][C:20]([NH2:23])=[N:21][CH:22]=1. (6) Given the reactants [I:1][C:2]1[CH:10]=[CH:9][C:5]([C:6](Cl)=[O:7])=[CH:4][CH:3]=1.[CH3:11][CH2:12][N:13](CC)[CH2:14][CH3:15].N(CC)CC, predict the reaction product. The product is: [I:1][C:2]1[CH:10]=[CH:9][C:5]([C:6]([N:13]([CH2:14][CH3:15])[CH2:12][CH3:11])=[O:7])=[CH:4][CH:3]=1. (7) Given the reactants Cl.[CH3:2][O:3][C:4](=[O:14])[C@H:5]([NH2:13])[CH2:6][C:7]1[S:8][C:9]([Br:12])=[CH:10][CH:11]=1.N[C@H](CC1S[C:23](Br)=[CH:24][CH:25]=1)C(O)=O.[C:27]([O-:30])(O)=[O:28].[Na+].O.[CH2:33](Cl)Cl, predict the reaction product. The product is: [CH3:2][O:3][C:4](=[O:14])[C@H:5]([NH:13][C:27]([O:30][C:24]([CH3:23])([CH3:25])[CH3:33])=[O:28])[CH2:6][C:7]1[S:8][C:9]([Br:12])=[CH:10][CH:11]=1. (8) Given the reactants [CH:1]1([N:7]([CH2:25][CH:26]([O:29][CH3:30])[O:27][CH3:28])[C:8](=[O:24])[CH2:9][CH2:10][O:11][CH2:12][CH2:13][C:14]2[CH:19]=[CH:18][CH:17]=[C:16]([C:20](=[NH:23])[NH:21][OH:22])[CH:15]=2)[CH2:6][CH2:5][CH2:4][CH2:3][CH2:2]1.[CH:31](OC)(OC)OC.C1(C)C=CC(S(O)(=O)=O)=CC=1, predict the reaction product. The product is: [O:22]1[CH:31]=[N:23][C:20]([C:16]2[CH:15]=[C:14]([CH:19]=[CH:18][CH:17]=2)[CH2:13][CH2:12][O:11][CH2:10][CH2:9][C:8]([N:7]([CH:1]2[CH2:6][CH2:5][CH2:4][CH2:3][CH2:2]2)[CH2:25][CH:26]([O:29][CH3:30])[O:27][CH3:28])=[O:24])=[N:21]1. (9) Given the reactants [Cl:1][C:2]1[CH:3]=[C:4]([CH:6]=[C:7]([Cl:9])[CH:8]=1)[NH2:5].[C:10]([O:14]CC)(=[O:13])[CH:11]=O.[CH3:17][C:18]1[CH:19]=[C:20]([CH:23]=[CH:24][CH:25]=1)[CH:21]=[CH2:22].FC(F)(F)C(O)=O.[OH-].[Na+], predict the reaction product. The product is: [Cl:1][C:2]1[CH:8]=[C:7]([Cl:9])[CH:6]=[C:4]2[C:3]=1[CH:21]([C:20]1[CH:19]=[C:18]([CH3:17])[CH:25]=[CH:24][CH:23]=1)[CH2:22][CH:11]([C:10]([OH:14])=[O:13])[NH:5]2. (10) Given the reactants Cl[CH2:2][CH2:3][CH2:4][S:5]([N:8]1[CH2:13][CH2:12][CH:11]([C:14]2[C:22]3[C:17](=[C:18]([C:29]([NH2:31])=[O:30])[CH:19]=[C:20]([C:23]4[CH:28]=[CH:27][CH:26]=[CH:25][CH:24]=4)[CH:21]=3)[NH:16][N:15]=2)[CH2:10][CH2:9]1)(=[O:7])=[O:6].C([O-])([O-])=O.[K+].[K+].[OH:38][CH:39]1[CH2:44][CH2:43][CH:42]([NH2:45])[CH2:41][CH2:40]1.[I-].[Na+], predict the reaction product. The product is: [OH:38][CH:39]1[CH2:44][CH2:43][CH:42]([NH:45][CH2:2][CH2:3][CH2:4][S:5]([N:8]2[CH2:13][CH2:12][CH:11]([C:14]3[C:22]4[C:17](=[C:18]([C:29]([NH2:31])=[O:30])[CH:19]=[C:20]([C:23]5[CH:28]=[CH:27][CH:26]=[CH:25][CH:24]=5)[CH:21]=4)[NH:16][N:15]=3)[CH2:10][CH2:9]2)(=[O:7])=[O:6])[CH2:41][CH2:40]1.